This data is from Forward reaction prediction with 1.9M reactions from USPTO patents (1976-2016). The task is: Predict the product of the given reaction. (1) The product is: [Cl:32][CH:31]([Cl:33])[C:28]1[CH:27]=[CH:26][C:25]([C:24]([NH:8][C:5]2[CH:6]=[CH:7][C:2]([CH3:1])=[C:3]([NH:9][C:10]3[N:15]=[C:14]([C:16]4[CH:17]=[N:18][CH:19]=[CH:20][CH:21]=4)[CH:13]=[CH:12][N:11]=3)[CH:4]=2)=[O:23])=[CH:30][CH:29]=1. Given the reactants [CH3:1][C:2]1[CH:7]=[CH:6][C:5]([NH2:8])=[CH:4][C:3]=1[NH:9][C:10]1[N:15]=[C:14]([C:16]2[CH:17]=[N:18][CH:19]=[CH:20][CH:21]=2)[CH:13]=[CH:12][N:11]=1.C[O:23][C:24](=O)[C:25]1[CH:30]=[CH:29][C:28]([CH:31]([Cl:33])[Cl:32])=[CH:27][CH:26]=1.C[Al](C)C, predict the reaction product. (2) Given the reactants [OH-].[K+].[CH3:3][O:4][C:5]1[CH:6]=[C:7]2[C:11](=[CH:12][C:13]=1[O:14][CH3:15])[N:10]([CH3:16])[CH:9]=[C:8]2[C:17]1[N:39](S(C2C=CC(C)=CC=2)(=O)=O)[C:20]2=[N:21][CH:22]=[CH:23][C:24]([CH2:25][NH:26][CH2:27][C:28]3[CH:33]=[CH:32][C:31]([S:34][C:35]([F:38])([F:37])[F:36])=[CH:30][CH:29]=3)=[C:19]2[CH:18]=1, predict the reaction product. The product is: [CH3:3][O:4][C:5]1[CH:6]=[C:7]2[C:11](=[CH:12][C:13]=1[O:14][CH3:15])[N:10]([CH3:16])[CH:9]=[C:8]2[C:17]1[NH:39][C:20]2=[N:21][CH:22]=[CH:23][C:24]([CH2:25][NH:26][CH2:27][C:28]3[CH:33]=[CH:32][C:31]([S:34][C:35]([F:37])([F:38])[F:36])=[CH:30][CH:29]=3)=[C:19]2[CH:18]=1. (3) Given the reactants [Cl:1][C:2]1[CH:3]=[C:4]([C:19](OC)=[O:20])[C:5]2[O:9][C:8]([C:10]3[CH:15]=[CH:14][C:13]([F:16])=[CH:12][C:11]=3[F:17])=[CH:7][C:6]=2[CH:18]=1.[H-].[Al+3].[Li+].[H-].[H-].[H-], predict the reaction product. The product is: [Cl:1][C:2]1[CH:3]=[C:4]([CH2:19][OH:20])[C:5]2[O:9][C:8]([C:10]3[CH:15]=[CH:14][C:13]([F:16])=[CH:12][C:11]=3[F:17])=[CH:7][C:6]=2[CH:18]=1. (4) Given the reactants [I:1][C:2]1[CH:3]=[C:4]([CH:7]=[CH:8][CH:9]=1)[CH:5]=O.[CH3:10]C(C)([O-])C.[K+], predict the reaction product. The product is: [CH:5]([C:4]1[CH:7]=[CH:8][CH:9]=[C:2]([I:1])[CH:3]=1)=[CH2:10]. (5) The product is: [NH:43]1[CH2:44][CH:45]([N:47]2[CH:52]=[CH:51][C:50]([C:16]3[CH:15]=[CH:14][C:13]([C@@H:11]([N:7]4[CH2:6][CH2:5][C@:4]([CH2:3][C:2]([OH:1])([CH3:34])[CH3:35])([C:28]5[CH:33]=[CH:32][CH:31]=[CH:30][CH:29]=5)[O:9][C:8]4=[O:10])[CH3:12])=[CH:18][CH:17]=3)=[CH:49][C:48]2=[O:54])[CH2:46]1. Given the reactants [OH:1][C:2]([CH3:35])([CH3:34])[CH2:3][C@@:4]1([C:28]2[CH:33]=[CH:32][CH:31]=[CH:30][CH:29]=2)[O:9][C:8](=[O:10])[N:7]([C@H:11]([C:13]2[CH:18]=[CH:17][C:16](B3OC(C)(C)C(C)(C)O3)=[CH:15][CH:14]=2)[CH3:12])[CH2:6][CH2:5]1.C(OC([N:43]1[CH2:46][CH:45]([N:47]2[CH:52]=[CH:51][C:50](Br)=[CH:49][C:48]2=[O:54])[CH2:44]1)=O)(C)(C)C, predict the reaction product. (6) Given the reactants [CH2:1]([N:3]1[CH2:8][CH:7]([OH:9])[C:6]2[S:10][C:11]([CH3:13])=[CH:12][C:5]=2[CH2:4]1)[CH3:2].[Br:14][C:15]1[C:16]([Cl:22])=[C:17](F)[CH:18]=[CH:19][CH:20]=1, predict the reaction product. The product is: [Br:14][C:15]1[C:16]([Cl:22])=[C:17]([O:9][CH:7]2[CH2:8][N:3]([CH2:1][CH3:2])[CH2:4][C:5]3[CH:12]=[C:11]([CH3:13])[S:10][C:6]2=3)[CH:18]=[CH:19][CH:20]=1.